From a dataset of Forward reaction prediction with 1.9M reactions from USPTO patents (1976-2016). Predict the product of the given reaction. (1) Given the reactants [CH2:1]([O:8][C:9]1[CH:10]=[C:11]([CH:14]=[CH:15][CH:16]=1)[CH2:12]O)[C:2]1[CH:7]=[CH:6][CH:5]=[CH:4][CH:3]=1.C(Br)(Br)(Br)[Br:18].C1(P(C2C=CC=CC=2)C2C=CC=CC=2)C=CC=CC=1, predict the reaction product. The product is: [Br:18][CH2:12][C:11]1[CH:10]=[C:9]([CH:16]=[CH:15][CH:14]=1)[O:8][CH2:1][C:2]1[CH:7]=[CH:6][CH:5]=[CH:4][CH:3]=1. (2) Given the reactants [NH2:1][C:2]1[C:11]2[C:6](=[CH:7][CH:8]=[CH:9][CH:10]=2)[C:5]([C:12]([OH:14])=[O:13])=[CH:4][CH:3]=1.[C:15](O[C:15]([O:17][C:18]([CH3:21])([CH3:20])[CH3:19])=[O:16])([O:17][C:18]([CH3:21])([CH3:20])[CH3:19])=[O:16].C(NC1C=CC(C(O)=O)=CC=1)(OC(C)(C)C)=O, predict the reaction product. The product is: [C:15]([NH:1][C:2]1[C:11]2[C:6](=[CH:7][CH:8]=[CH:9][CH:10]=2)[C:5]([C:12]([OH:14])=[O:13])=[CH:4][CH:3]=1)([O:17][C:18]([CH3:21])([CH3:20])[CH3:19])=[O:16]. (3) Given the reactants [C:1]([O:5][C:6]([N:8]1[CH2:12][CH:11]2[CH:13]([CH2:33]SC(C)C)[CH:14]([NH:16][C:17](=[O:32])[CH2:18][NH:19][C:20](=[O:31])[C:21]3[CH:26]=[CH:25][CH:24]=[C:23]([C:27]([F:30])([F:29])[F:28])[CH:22]=3)[CH2:15][CH:10]2[CH2:9]1)=[O:7])([CH3:4])([CH3:3])[CH3:2].O[O:39][S:40]([O-:42])=O.[K+].C(OCC)(=O)C.[CH:50](O)([CH3:52])[CH3:51], predict the reaction product. The product is: [C:1]([O:5][C:6]([N:8]1[CH2:12][CH:11]2[CH:13]([CH2:33][S:40]([CH:50]([CH3:52])[CH3:51])(=[O:42])=[O:39])[CH:14]([NH:16][C:17](=[O:32])[CH2:18][NH:19][C:20](=[O:31])[C:21]3[CH:26]=[CH:25][CH:24]=[C:23]([C:27]([F:29])([F:30])[F:28])[CH:22]=3)[CH2:15][CH:10]2[CH2:9]1)=[O:7])([CH3:4])([CH3:2])[CH3:3].